From a dataset of Forward reaction prediction with 1.9M reactions from USPTO patents (1976-2016). Predict the product of the given reaction. (1) Given the reactants [CH2:1]([C:3]1[CH:8]=[CH:7][CH:6]=[CH:5][C:4]=1[OH:9])[CH3:2].C(N(CCCC)CCCC)CCC.[Sn](Cl)(Cl)(Cl)Cl.[CH2:28]=[O:29].Cl, predict the reaction product. The product is: [CH2:1]([C:3]1[CH:8]=[CH:7][CH:6]=[C:5]([CH:28]=[O:29])[C:4]=1[OH:9])[CH3:2]. (2) Given the reactants [C:1]([C:3]1[CH:4]=[C:5]([CH:8]=[CH:9][CH:10]=1)[CH2:6][OH:7])#[N:2].O[N:12]1C(=O)C2=CC=CC=C2C1=O.C1(P(C2C=CC=CC=2)C2C=CC=CC=2)C=CC=CC=1.N(C(OCC)=O)=NC(OCC)=O.O.NN.[H-].[Al+3].[Li+].[H-].[H-].[H-], predict the reaction product. The product is: [NH2:12][O:7][CH2:6][C:5]1[CH:4]=[C:3]([CH2:1][NH2:2])[CH:10]=[CH:9][CH:8]=1.